Task: Predict the reactants needed to synthesize the given product.. Dataset: Full USPTO retrosynthesis dataset with 1.9M reactions from patents (1976-2016) (1) Given the product [CH2:22]([O:21][C:19]([C:8]1[C:9]2[C:14](=[CH:13][C:12]([O:15][CH3:16])=[C:11]([O:17][CH3:18])[CH:10]=2)[C:5]([C:4](=[O:31])[C:3]2[CH:24]=[C:25]([O:28][CH3:29])[CH:26]=[CH:27][C:2]=2[F:1])=[N:6][CH:7]=1)=[O:20])[CH3:23], predict the reactants needed to synthesize it. The reactants are: [F:1][C:2]1[CH:27]=[CH:26][C:25]([O:28][CH3:29])=[CH:24][C:3]=1[CH2:4][C:5]1[C:14]2[C:9](=[CH:10][C:11]([O:17][CH3:18])=[C:12]([O:15][CH3:16])[CH:13]=2)[C:8]([C:19]([O:21][CH2:22][CH3:23])=[O:20])=[CH:7][N:6]=1.[Se](=O)=[O:31]. (2) Given the product [Br:1][C:2]1[N:7]=[CH:6][C:5]([NH:9][CH3:10])=[C:4]([N+:11]([O-:13])=[O:12])[CH:3]=1, predict the reactants needed to synthesize it. The reactants are: [Br:1][C:2]1[N+:7]([O-])=[CH:6][C:5]([NH:9][CH3:10])=[C:4]([N+:11]([O-:13])=[O:12])[CH:3]=1.P(Br)(Br)Br. (3) Given the product [C:18]([OH:19])(=[O:17])[C:14]1[CH:13]=[CH:12][CH:11]=[C:46]([C:45]([OH:48])=[O:47])[CH:15]=1, predict the reactants needed to synthesize it. The reactants are: C1(C)C=CC=C(C)C=1.CC1[C:15]2C[O:17][C:18](=[O:19])[C:14]=2[C:13](O[C@@H]2O[C@H](C(O)=O)[C@@H](O)[C@H](O)[C@H]2O)=[C:12](C/C=C(/CCC(O)=O)\C)[C:11]=1OC.Br.[C:45]([OH:48])(=[O:47])[CH3:46]. (4) Given the product [CH3:20][N:19]([CH3:21])[CH2:18][C:15]1[CH:16]=[CH:17][C:12](/[CH:10]=[CH:11]/[B:4]2[O:5][C:6]([CH3:8])([CH3:7])[C:2]([CH3:9])([CH3:1])[O:3]2)=[CH:13][CH:14]=1, predict the reactants needed to synthesize it. The reactants are: [CH3:1][C:2]1([CH3:9])[C:6]([CH3:8])([CH3:7])[O:5][BH:4][O:3]1.[C:10]([C:12]1[CH:17]=[CH:16][C:15]([CH2:18][N:19]([CH3:21])[CH3:20])=[CH:14][CH:13]=1)#[CH:11]. (5) Given the product [OH:43][C@@H:30]([CH2:31][O:32][C:33]1[C:41]2[NH:40][C:39](=[O:42])[NH:38][C:37]=2[CH:36]=[CH:35][CH:34]=1)[CH2:29][NH:28][CH2:6][CH2:7][O:8][C:9]1[C:14]([CH3:15])=[CH:13][C:12]([C:16]2[CH:21]=[CH:20][C:19]([C:22]([OH:24])=[O:23])=[CH:18][CH:17]=2)=[CH:11][C:10]=1[CH3:27], predict the reactants needed to synthesize it. The reactants are: CS(O[CH2:6][CH2:7][O:8][C:9]1[C:14]([CH3:15])=[CH:13][C:12]([C:16]2[CH:21]=[CH:20][C:19]([C:22]([O:24]CC)=[O:23])=[CH:18][CH:17]=2)=[CH:11][C:10]=1[CH3:27])(=O)=O.[NH2:28][CH2:29][C@@H:30]([OH:43])[CH2:31][O:32][C:33]1[C:41]2[NH:40][C:39](=[O:42])[NH:38][C:37]=2[CH:36]=[CH:35][CH:34]=1.[OH-].[Na+].Cl. (6) Given the product [Cl:12][C:4]1[C:5]([CH3:11])=[CH:6][C:7]([N+:8]([O-:10])=[O:9])=[C:2]([CH:3]=1)[NH:1][CH2:16][CH2:17][CH2:18][C:19]1[CH:24]=[CH:23][CH:22]=[CH:21][CH:20]=1, predict the reactants needed to synthesize it. The reactants are: [NH2:1][C:2]1[C:7]([N+:8]([O-:10])=[O:9])=[CH:6][C:5]([CH3:11])=[C:4]([Cl:12])[CH:3]=1.[H-].[Na+].Br[CH2:16][CH2:17][CH2:18][C:19]1[CH:24]=[CH:23][CH:22]=[CH:21][CH:20]=1. (7) The reactants are: [CH:1]1([C:5]2[C:13]([C:14]3[NH:18][C:17]([CH2:19][CH3:20])=[N:16][N:15]=3)=[CH:12][C:8]([C:9](O)=[O:10])=[C:7]([CH2:21][CH3:22])[CH:6]=2)[CH2:4][CH2:3][CH2:2]1.CCN=C=NCCCN(C)C.C1C=CC2N(O)N=NC=2C=1.Cl.[NH:45]1[CH2:50][CH2:49][CH:48]([C:51]2[CH:58]=[CH:57][C:54]([C:55]#[N:56])=[CH:53][CH:52]=2)[CH2:47][CH2:46]1. Given the product [CH:1]1([C:5]2[C:13]([C:14]3[NH:18][C:17]([CH2:19][CH3:20])=[N:16][N:15]=3)=[CH:12][C:8]([C:9]([N:45]3[CH2:50][CH2:49][CH:48]([C:51]4[CH:58]=[CH:57][C:54]([C:55]#[N:56])=[CH:53][CH:52]=4)[CH2:47][CH2:46]3)=[O:10])=[C:7]([CH2:21][CH3:22])[CH:6]=2)[CH2:2][CH2:3][CH2:4]1, predict the reactants needed to synthesize it.